Dataset: Forward reaction prediction with 1.9M reactions from USPTO patents (1976-2016). Task: Predict the product of the given reaction. (1) Given the reactants C([O:5][C:6](=[O:18])[CH2:7][NH:8][C:9](=[O:17])[C:10]1[CH:15]=[CH:14][C:13]([OH:16])=[CH:12][CH:11]=1)(C)(C)C.[F:19][C:20]([F:31])([F:30])[C:21]1[CH:26]=[CH:25][C:24]([CH2:27][CH2:28]O)=[CH:23][CH:22]=1, predict the reaction product. The product is: [F:19][C:20]([F:30])([F:31])[C:21]1[CH:22]=[CH:23][C:24]([CH2:27][CH2:28][O:16][C:13]2[CH:12]=[CH:11][C:10]([C:9]([NH:8][CH2:7][C:6]([OH:5])=[O:18])=[O:17])=[CH:15][CH:14]=2)=[CH:25][CH:26]=1. (2) Given the reactants [Al].[Li].[O:3]=[C:4]1[CH:12]([CH2:13][CH2:14][C:15](OC)=[O:16])[C:11]2[C:6](=[CH:7][CH:8]=[CH:9][CH:10]=2)[NH:5]1, predict the reaction product. The product is: [OH:16][CH2:15][CH2:14][CH2:13][CH:12]1[C:11]2[C:6](=[CH:7][CH:8]=[CH:9][CH:10]=2)[NH:5][C:4]1=[O:3]. (3) Given the reactants Br.Br[CH:3]([C:13]1[CH:18]=[CH:17][N:16]=[C:15]([F:19])[CH:14]=1)[C:4]([C:6]1[CH:11]=[CH:10][CH:9]=[C:8]([CH3:12])[CH:7]=1)=O.FC1C=C(CC(C2C=CC=C(C)C=2)=O)C=CN=1.C(OC(NC1C=C(CC(C2C=CC=C(C)C=2)=O)C=CN=1)=O)(C)(C)C.[NH2:61][C:62]([NH2:64])=[S:63].C(N(CC)CC)C.C(=O)([O-])O.[Na+], predict the reaction product. The product is: [F:19][C:15]1[CH:14]=[C:13]([C:3]2[S:63][C:62]([NH2:64])=[N:61][C:4]=2[C:6]2[CH:11]=[CH:10][CH:9]=[C:8]([CH3:12])[CH:7]=2)[CH:18]=[CH:17][N:16]=1. (4) Given the reactants [Cl:1][C:2]1[CH:25]=[CH:24][C:5]([CH2:6][N:7]2[C:15]3[C:10](=[CH:11][C:12](/[CH:16]=[C:17]4/[C:18](=[O:23])[NH:19][C:20](=[O:22])[S:21]/4)=[CH:13][CH:14]=3)[CH:9]=[N:8]2)=[C:4]([C:26]([F:29])([F:28])[F:27])[CH:3]=1.[CH:30]([NH:33][CH2:34][CH2:35]O)([CH3:32])[CH3:31], predict the reaction product. The product is: [Cl:1][C:2]1[CH:25]=[CH:24][C:5]([CH2:6][N:7]2[C:15]3[C:10](=[CH:11][C:12](/[CH:16]=[C:17]4/[C:18](=[O:23])[N:19]([CH2:35][CH2:34][NH:33][CH:30]([CH3:32])[CH3:31])[C:20](=[O:22])[S:21]/4)=[CH:13][CH:14]=3)[CH:9]=[N:8]2)=[C:4]([C:26]([F:27])([F:29])[F:28])[CH:3]=1.